Dataset: Reaction yield outcomes from USPTO patents with 853,638 reactions. Task: Predict the reaction yield, written as a fraction of the theoretical maximum amount of product (1.0 means a 100% yield; for example, 0.34 means a 34% yield). (1) The yield is 0.577. The reactants are C([O:8][C:9]1[CH:10]=[CH:11][C:12]([C:25]2[C:26]([N:45]([CH3:50])[S:46]([CH3:49])(=[O:48])=[O:47])=[CH:27][C:28]3[O:32][C:31]([C:33]4[CH:38]=[CH:37][C:36]([F:39])=[CH:35][CH:34]=4)=[C:30]([C:40]([NH:42][CH3:43])=[O:41])[C:29]=3[CH:44]=2)=[N:13][C:14]=1[C:15]1[NH:16][C:17]2[C:22]([CH:23]=1)=[C:21]([F:24])[CH:20]=[CH:19][CH:18]=2)C1C=CC=CC=1. The product is [F:24][C:21]1[CH:20]=[CH:19][CH:18]=[C:17]2[C:22]=1[CH:23]=[C:15]([C:14]1[N:13]=[C:12]([C:25]3[C:26]([N:45]([CH3:50])[S:46]([CH3:49])(=[O:48])=[O:47])=[CH:27][C:28]4[O:32][C:31]([C:33]5[CH:38]=[CH:37][C:36]([F:39])=[CH:35][CH:34]=5)=[C:30]([C:40]([NH:42][CH3:43])=[O:41])[C:29]=4[CH:44]=3)[CH:11]=[CH:10][C:9]=1[OH:8])[NH:16]2. The catalyst is CO.[Pd]. (2) The product is [CH2:2]1[C:10]2[C:5](=[CH:6][CH:7]=[CH:8][CH:9]=2)[CH2:4][CH:3]1[NH:11][C:12]1[N:13]=[CH:14][C:15]2[CH2:21][NH:20][CH2:19][CH2:18][C:16]=2[N:17]=1. The catalyst is O1CCCC1.C(OCC)(=O)C. The yield is 0.370. The reactants are Cl.[CH2:2]1[C:10]2[C:5](=[CH:6][CH:7]=[CH:8][CH:9]=2)[CH2:4][CH:3]1[NH:11][C:12]1[N:13]=[CH:14][C:15]2[CH2:21][N:20](C(OC(C)(C)C)=O)[CH2:19][CH2:18][C:16]=2[N:17]=1.COC(C)(C)C.O. (3) The reactants are C(N(CC)CC)C.CC[C:10]([C:12](Cl)=[O:13])=O.[NH:15]([C:17]1[N:18]=[N:19][C:20]([C:23]2[CH:28]=[CH:27][C:26]([O:29][CH3:30])=[CH:25][CH:24]=2)=[CH:21][CH:22]=1)[NH2:16].[O:31]1CCO[CH2:33][CH2:32]1. No catalyst specified. The product is [CH3:30][O:29][C:26]1[CH:27]=[CH:28][C:23]([C:20]2[CH:21]=[CH:22][C:17]3[N:18]([C:33]([C:32]([O:13][CH2:12][CH3:10])=[O:31])=[N:16][N:15]=3)[N:19]=2)=[CH:24][CH:25]=1. The yield is 0.210. (4) The reactants are [CH3:1][O:2][C:3]1[CH:26]=[CH:25][C:6]([CH2:7][N:8]2[C@H:14]([CH3:15])[C:13]3[CH:16]=[CH:17][C:18]([C:20](OCC)=[O:21])=[CH:19][C:12]=3[O:11][CH2:10][CH2:9]2)=[CH:5][CH:4]=1.[NH2:27][OH:28].[OH-].[Na+]. The catalyst is C1COCC1.CO. The yield is 0.750. The product is [OH:28][NH:27][C:20]([C:18]1[CH:17]=[CH:16][C:13]2[C@@H:14]([CH3:15])[N:8]([CH2:7][C:6]3[CH:25]=[CH:26][C:3]([O:2][CH3:1])=[CH:4][CH:5]=3)[CH2:9][CH2:10][O:11][C:12]=2[CH:19]=1)=[O:21]. (5) The reactants are [NH2:1][C:2]1[CH:7]=[CH:6][N:5]=[CH:4][N:3]=1.N12CCN(CC1)CC2.[Cl:16][C:17]1[C:18]([F:28])=[CH:19][C:20]([F:27])=[C:21]([S:23](Cl)(=[O:25])=[O:24])[CH:22]=1. The catalyst is C(#N)C. The product is [Cl:16][C:17]1[C:18]([F:28])=[CH:19][C:20]([F:27])=[C:21]([S:23]([NH:1][C:2]2[CH:7]=[CH:6][N:5]=[CH:4][N:3]=2)(=[O:25])=[O:24])[CH:22]=1. The yield is 0.0500. (6) The yield is 0.720. The product is [Br:10][C:11]1[CH:16]=[CH:15][C:14]([O:17][CH2:8][CH3:9])=[C:13]([CH2:18][CH3:19])[CH:12]=1. The catalyst is CN(C=O)C. The reactants are C(=O)([O-])[O-].[K+].[K+].I[CH2:8][CH3:9].[Br:10][C:11]1[CH:16]=[CH:15][C:14]([OH:17])=[C:13]([CH2:18][CH3:19])[CH:12]=1. (7) The reactants are [CH2:1]([O:5][CH:6]([O:8][NH:9][C:10]([C:12]1[S:16][C:15]2[CH:17]=[C:18]([CH:21]=O)[CH:19]=[CH:20][C:14]=2[CH:13]=1)=[O:11])[CH3:7])[CH:2]([CH3:4])[CH3:3].[CH:23]1([O:28][C:29](=[O:48])[C@@H:30]([NH:38][CH2:39][C:40]2[CH:45]=[CH:44][C:43]([CH2:46][NH2:47])=[CH:42][CH:41]=2)[CH2:31][C:32]2[CH:37]=[CH:36][CH:35]=[CH:34][CH:33]=2)[CH2:27][CH2:26][CH2:25][CH2:24]1.C(O[BH-](OC(=O)C)OC(=O)C)(=O)C.[Na+].C(=O)([O-])O.[Na+]. The catalyst is ClCCCl.C(O)(=O)C. The product is [CH:23]1([O:28][C:29](=[O:48])[C@@H:30]([NH:38][CH2:39][C:40]2[CH:41]=[CH:42][C:43]([CH2:46][NH:47][CH2:21][C:18]3[CH:19]=[CH:20][C:14]4[CH:13]=[C:12]([C:10](=[O:11])[NH:9][O:8][CH:6]([O:5][CH2:1][CH:2]([CH3:3])[CH3:4])[CH3:7])[S:16][C:15]=4[CH:17]=3)=[CH:44][CH:45]=2)[CH2:31][C:32]2[CH:37]=[CH:36][CH:35]=[CH:34][CH:33]=2)[CH2:24][CH2:25][CH2:26][CH2:27]1. The yield is 0.210.